Task: Predict the reaction yield, written as a fraction of the theoretical maximum amount of product (1.0 means a 100% yield; for example, 0.34 means a 34% yield).. Dataset: Reaction yield outcomes from USPTO patents with 853,638 reactions (1) The reactants are [C:1]([C:5]1[CH:10]=[C:9](Br)[C:8]([N+:12]([O-:14])=[O:13])=[CH:7][C:6]=1[O:15][CH2:16][C:17]1[CH:22]=[CH:21][CH:20]=[CH:19][CH:18]=1)([CH3:4])([CH3:3])[CH3:2].[F-:23].[K+].[K+].[Br-].Cl[C:28]([F:34])([F:33])C(OC)=O. The catalyst is O.[Cu]I.CN(C=O)C. The product is [C:1]([C:5]1[CH:10]=[C:9]([C:28]([F:34])([F:23])[F:33])[C:8]([N+:12]([O-:14])=[O:13])=[CH:7][C:6]=1[O:15][CH2:16][C:17]1[CH:22]=[CH:21][CH:20]=[CH:19][CH:18]=1)([CH3:4])([CH3:3])[CH3:2]. The yield is 0.670. (2) The reactants are [CH3:1][O:2][C:3]1[CH:4]=[C:5]2[C:10](=[CH:11][C:12]=1[O:13][CH3:14])[N:9]=[CH:8][CH:7]=[C:6]2[O:15][C:16]1[CH:21]=[CH:20][C:19]([CH3:22])=[CH:18][C:17]=1[CH:23]([OH:26])[CH2:24][CH3:25].C1CCN2C(=NCCC2)CC1.[Cl-].O. The catalyst is C(Cl)Cl. The product is [CH3:1][O:2][C:3]1[CH:4]=[C:5]2[C:10](=[CH:11][C:12]=1[O:13][CH3:14])[N:9]=[CH:8][CH:7]=[C:6]2[O:15][C:16]1[CH:21]=[CH:20][C:19]([CH3:22])=[CH:18][C:17]=1[C:23](=[O:26])[CH2:24][CH3:25]. The yield is 0.840.